Dataset: Peptide-MHC class I binding affinity with 185,985 pairs from IEDB/IMGT. Task: Regression. Given a peptide amino acid sequence and an MHC pseudo amino acid sequence, predict their binding affinity value. This is MHC class I binding data. (1) The peptide sequence is VTNLISETLK. The MHC is HLA-A33:01 with pseudo-sequence HLA-A33:01. The binding affinity (normalized) is 0.0352. (2) The peptide sequence is QFKQDSKYSH. The MHC is HLA-A33:01 with pseudo-sequence HLA-A33:01. The binding affinity (normalized) is 0.263. (3) The peptide sequence is TPMMIQTRA. The MHC is HLA-B07:02 with pseudo-sequence HLA-B07:02. The binding affinity (normalized) is 0. (4) The peptide sequence is VNRWLFRHL. The MHC is HLA-B35:01 with pseudo-sequence HLA-B35:01. The binding affinity (normalized) is 0.0847. (5) The peptide sequence is FPGDKTSYW. The MHC is HLA-B53:01 with pseudo-sequence HLA-B53:01. The binding affinity (normalized) is 1.00. (6) The peptide sequence is FAIQFGHL. The MHC is H-2-Db with pseudo-sequence H-2-Db. The binding affinity (normalized) is 0.247. (7) The peptide sequence is FHIVNQESL. The MHC is HLA-B15:17 with pseudo-sequence HLA-B15:17. The binding affinity (normalized) is 0.0847. (8) The peptide sequence is LPPVVAKEI. The MHC is HLA-A30:01 with pseudo-sequence HLA-A30:01. The binding affinity (normalized) is 0.0708. (9) The peptide sequence is ASLVMLLVHY. The MHC is HLA-A01:01 with pseudo-sequence HLA-A01:01. The binding affinity (normalized) is 0.305.